Dataset: Reaction yield outcomes from USPTO patents with 853,638 reactions. Task: Predict the reaction yield, written as a fraction of the theoretical maximum amount of product (1.0 means a 100% yield; for example, 0.34 means a 34% yield). (1) The reactants are [CH3:1][O:2][C:3]1[CH:8]=[CH:7][C:6]([Mg]Br)=[CH:5][CH:4]=1.[CH3:11][O:12][C:13]1[CH:14]=[C:15]2[C:19](=[CH:20][CH:21]=1)[NH:18][C:17](=[O:22])[C:16]2=[O:23]. The catalyst is C1COCC1. The product is [OH:23][C:16]1([C:6]2[CH:7]=[CH:8][C:3]([O:2][CH3:1])=[CH:4][CH:5]=2)[C:15]2[C:19](=[CH:20][CH:21]=[C:13]([O:12][CH3:11])[CH:14]=2)[NH:18][C:17]1=[O:22]. The yield is 0.860. (2) The reactants are C([Li])CCC.Br[C:7]1[N:8]=[C:9]([N:17]2[CH2:23][CH2:22][CH2:21][N:20]([C:24]([O:26][C:27]([CH3:30])([CH3:29])[CH3:28])=[O:25])[CH2:19][CH2:18]2)[C:10]2[C:15]([CH:16]=1)=[CH:14][CH:13]=[CH:12][CH:11]=2.[F:31][C:32]1[N:43]=[CH:42][CH:41]=[CH:40][C:33]=1[C:34](N(OC)C)=[O:35]. The catalyst is O1CCCC1. The product is [F:31][C:32]1[N:43]=[CH:42][CH:41]=[CH:40][C:33]=1[C:34]([C:7]1[N:8]=[C:9]([N:17]2[CH2:23][CH2:22][CH2:21][N:20]([C:24]([O:26][C:27]([CH3:29])([CH3:28])[CH3:30])=[O:25])[CH2:19][CH2:18]2)[C:10]2[C:15]([CH:16]=1)=[CH:14][CH:13]=[CH:12][CH:11]=2)=[O:35]. The yield is 0.460. (3) The reactants are Br[CH2:2][C:3]1[CH:8]=[CH:7][C:6]([F:9])=[CH:5][C:4]=1[S:10]([N:13]([CH3:15])[CH3:14])(=[O:12])=[O:11].O.[C-:17]#[N:18].[Na+]. The catalyst is CN(C=O)C. The product is [C:17]([CH2:2][C:3]1[CH:8]=[CH:7][C:6]([F:9])=[CH:5][C:4]=1[S:10]([N:13]([CH3:15])[CH3:14])(=[O:12])=[O:11])#[N:18]. The yield is 0.850. (4) The reactants are [Br:1][C:2]1[CH:7]=[C:6]([CH:8]2[CH2:12][CH2:11][CH2:10][O:9]2)[C:5]([NH:13]C(=O)C(F)(F)F)=[C:4]([N+:20]([O-:22])=[O:21])[CH:3]=1.[OH-].[Na+]. The catalyst is O1CCOCC1.CC(OC)(C)C. The product is [Br:1][C:2]1[CH:7]=[C:6]([CH:8]2[CH2:12][CH2:11][CH2:10][O:9]2)[C:5]([NH2:13])=[C:4]([N+:20]([O-:22])=[O:21])[CH:3]=1. The yield is 0.930.